Dataset: Experimentally validated miRNA-target interactions with 360,000+ pairs, plus equal number of negative samples. Task: Binary Classification. Given a miRNA mature sequence and a target amino acid sequence, predict their likelihood of interaction. The miRNA is hsa-miR-1250-3p with sequence ACAUUUUCCAGCCCAUUCA. The protein sequence of the target gene is MVSSFAGIREIEKLRHKEVNKSQQGTGPGLEPRGSNSRTSATSSGTKRQLHRVLRGQWLSSSAPVSSAEPKASHLCIQGLSSSPIHHQGPVILPVDARLSLDVSVPEQRCSSYYLGRLWPQKYLVSSHSVKWN. Result: 1 (interaction).